Dataset: Reaction yield outcomes from USPTO patents with 853,638 reactions. Task: Predict the reaction yield, written as a fraction of the theoretical maximum amount of product (1.0 means a 100% yield; for example, 0.34 means a 34% yield). (1) The reactants are [O:1]1[CH:5]=[CH:4][N:3]=[CH:2]1.C([Li])CCC.[Si](OS(C(F)(F)F)(=O)=O)(C)(C)C.[C:23]1([CH2:29][C:30](Cl)=[O:31])[CH:28]=[CH:27][CH:26]=[CH:25][CH:24]=1. The catalyst is O1CCCC1.O. The product is [O:1]1[CH:5]=[CH:4][N:3]=[C:2]1[C:30](=[O:31])[CH2:29][C:23]1[CH:28]=[CH:27][CH:26]=[CH:25][CH:24]=1. The yield is 0.140. (2) The reactants are [CH:1]([C:3]1[CH:4]=[CH:5][C:6]2[C:15]3[CH:14]=[C:13]4[CH2:16][CH2:17][CH2:18][C:19](=[O:20])[C:12]4=[CH:11][C:10]=3[O:9][CH2:8][C:7]=2[CH:21]=1)=[CH2:2].C1C(=O)N([Br:29])C(=O)C1.[OH2:30]. The catalyst is C1COCC1.CS(C)=O.CCOC(C)=O.O=[Mn]=O. The product is [Br:29][CH2:2][C:1]([C:3]1[CH:4]=[CH:5][C:6]2[C:15]3[CH:14]=[C:13]4[CH2:16][CH2:17][CH2:18][C:19](=[O:20])[C:12]4=[CH:11][C:10]=3[O:9][CH2:8][C:7]=2[CH:21]=1)=[O:30]. The yield is 0.560. (3) The reactants are Cl[C:2]1[N:3]=[CH:4][C:5]2[CH:10]=[C:9]([C:11]([N:13]([CH3:15])[CH3:14])=[O:12])[N:8]([CH:16]3[CH2:20][CH2:19][CH2:18][CH2:17]3)[C:6]=2[N:7]=1.[NH2:21][C:22]1[CH:31]=[CH:30][C:25]([C:26]([O:28][CH3:29])=[O:27])=[CH:24][N:23]=1.C([O-])([O-])=O.[Cs+].[Cs+].CCCCCCC. The catalyst is O1CCOCC1.CC([O-])=O.CC([O-])=O.[Pd+2].C1C=CC(P(C2C(C3C(P(C4C=CC=CC=4)C4C=CC=CC=4)=CC=C4C=3C=CC=C4)=C3C(C=CC=C3)=CC=2)C2C=CC=CC=2)=CC=1. The product is [CH:16]1([N:8]2[C:6]3[N:7]=[C:2]([NH:21][C:22]4[CH:31]=[CH:30][C:25]([C:26]([O:28][CH3:29])=[O:27])=[CH:24][N:23]=4)[N:3]=[CH:4][C:5]=3[CH:10]=[C:9]2[C:11](=[O:12])[N:13]([CH3:15])[CH3:14])[CH2:20][CH2:19][CH2:18][CH2:17]1. The yield is 0.940. (4) The product is [CH:27]1[C:35]2[C:34]3[CH:36]=[CH:37][CH:38]=[CH:39][C:33]=3[O:32][C:31]=2[C:30]([C:2]2[N:7]=[C:6]([N:8]([C:21]3[CH:22]=[CH:23][CH:24]=[CH:25][CH:26]=3)[C:9]3[CH:14]=[CH:13][CH:12]=[C:11]([C:15]4[CH:20]=[CH:19][CH:18]=[CH:17][CH:16]=4)[N:10]=3)[CH:5]=[CH:4][CH:3]=2)=[CH:29][CH:28]=1. The catalyst is C1C=CC(/C=C/C(/C=C/C2C=CC=CC=2)=O)=CC=1.C1C=CC(/C=C/C(/C=C/C2C=CC=CC=2)=O)=CC=1.C1C=CC(/C=C/C(/C=C/C2C=CC=CC=2)=O)=CC=1.[Pd].[Pd].C1(P(C2CCCCC2)C2C=CC=CC=2C2C(OC)=CC=CC=2OC)CCCCC1.O. The yield is 0.880. The reactants are Br[C:2]1[N:7]=[C:6]([N:8]([C:21]2[CH:26]=[CH:25][CH:24]=[CH:23][CH:22]=2)[C:9]2[CH:14]=[CH:13][CH:12]=[C:11]([C:15]3[CH:20]=[CH:19][CH:18]=[CH:17][CH:16]=3)[N:10]=2)[CH:5]=[CH:4][CH:3]=1.[CH:27]1[C:35]2[C:34]3[CH:36]=[CH:37][CH:38]=[CH:39][C:33]=3[O:32][C:31]=2[C:30](B(O)O)=[CH:29][CH:28]=1.O.P([O-])([O-])([O-])=O.[K+].[K+].[K+].C1(C)C=CC=CC=1. (5) The reactants are [NH2:1][C:2]1[N:7]=[CH:6][C:5]([OH:8])=[CH:4][CH:3]=1.[CH3:9][N:10]1[C:14]([CH3:15])=[C:13]([C:16](O)=[O:17])[C:12](=[O:19])[N:11]1[C:20]1[CH:25]=[CH:24][CH:23]=[CH:22][CH:21]=1.CCN=C=NCCCN(C)C.C1C=NC2N(O)N=NC=2C=1. The catalyst is CN(C=O)C.O.CCOC(C)=O. The product is [OH:8][C:5]1[CH:4]=[CH:3][C:2]([NH:1][C:16]([C:13]2[C:12](=[O:19])[N:11]([C:20]3[CH:21]=[CH:22][CH:23]=[CH:24][CH:25]=3)[N:10]([CH3:9])[C:14]=2[CH3:15])=[O:17])=[N:7][CH:6]=1. The yield is 0.700. (6) No catalyst specified. The yield is 0.960. The product is [CH2:32]([C:31]1[CH:30]=[C:25]([C:26]([OH:28])=[O:27])[C:24](=[O:34])[NH:23][C:22]=1[C:18]1[CH:19]=[C:20]2[C:15](=[CH:16][CH:17]=1)[N:14]([CH3:36])[C:13]([C@H:9]1[CH2:10][CH2:11][CH2:12][NH:8]1)=[CH:21]2)[CH3:33]. The reactants are C(OC([N:8]1[CH2:12][CH2:11][CH2:10][C@@H:9]1[C:13]1[N:14]([CH3:36])[C:15]2[C:20]([CH:21]=1)=[CH:19][C:18]([C:22]1[C:31]([CH2:32][CH3:33])=[CH:30][C:25]([C:26]([O:28]C)=[O:27])=[C:24]([O:34]C)[N:23]=1)=[CH:17][CH:16]=2)=O)(C)(C)C.Cl.